Task: Predict which catalyst facilitates the given reaction.. Dataset: Catalyst prediction with 721,799 reactions and 888 catalyst types from USPTO (1) Reactant: C[CH2:2][N:3]=[C:4]=[N:5][CH2:6][CH2:7][CH2:8]N(C)C.Cl.[CH:13]1[CH:14]=[CH:15][C:16]2N(O)N=[N:19][C:17]=2C=1.[CH3:23][O:24][C:25]1[CH:26]=[C:27]2[C:31](=[CH:32][CH:33]=1)[NH:30][C:29]([CH3:34])=[C:28]2[CH2:35][C:36]([OH:38])=O.[O:39]=[O+][O-].CC[N:44]([CH:48]([CH3:50])C)[CH:45](C)C.CN(C(ON1N=N[C:61]2[CH:62]=[CH:63][CH:64]=NC1=2)=[N+](C)C)C.F[P-](F)(F)(F)(F)F.[CH3:75][O:76]NC.Cl. Product: [CH3:75][O:76][N:44]([CH3:45])[C:48](=[O:39])[CH2:50][CH2:13][CH2:14][CH2:15][CH2:16][C@H:17]([NH:19][C:36](=[O:38])[CH2:35][C:28]1[C:27]2[C:31](=[CH:32][CH:33]=[C:25]([O:24][CH3:23])[CH:26]=2)[NH:30][C:29]=1[CH3:34])[C:4]1[NH:5][C:6]([C:7]2[CH:8]=[CH:61][CH:62]=[CH:63][CH:64]=2)=[CH:2][N:3]=1. The catalyst class is: 3. (2) Reactant: Br[C:2]1[S:3][C:4]2[CH2:5][N:6]([CH2:11][C:12]([N:14]3[CH2:19][CH2:18][N:17]([CH:20]4[CH2:23][CH2:22][CH2:21]4)[CH2:16][CH2:15]3)=[O:13])[CH2:7][CH2:8][C:9]=2[N:10]=1.[CH3:24][S:25]([C:28]1[CH:29]=[C:30](B(O)O)[CH:31]=[CH:32][CH:33]=1)(=[O:27])=[O:26].C([O-])([O-])=O.[Na+].[Na+]. Product: [CH:20]1([N:17]2[CH2:18][CH2:19][N:14]([C:12](=[O:13])[CH2:11][N:6]3[CH2:7][CH2:8][C:9]4[N:10]=[C:2]([C:32]5[CH:31]=[CH:30][CH:29]=[C:28]([S:25]([CH3:24])(=[O:27])=[O:26])[CH:33]=5)[S:3][C:4]=4[CH2:5]3)[CH2:15][CH2:16]2)[CH2:23][CH2:22][CH2:21]1. The catalyst class is: 108. (3) Reactant: [N+:1]([C:4]1[CH:9]=[CH:8][C:7]([C:10](=[O:24])[CH2:11][CH2:12][C:13]([C:15]2[CH:20]=[CH:19][C:18]([N+:21]([O-:23])=[O:22])=[CH:17][CH:16]=2)=[O:14])=[CH:6][CH:5]=1)([O-:3])=[O:2].[BH4-].[Na+].O. Product: [N+:1]([C:4]1[CH:9]=[CH:8][C:7]([CH:10]([OH:24])[CH2:11][CH2:12][CH:13]([C:15]2[CH:20]=[CH:19][C:18]([N+:21]([O-:23])=[O:22])=[CH:17][CH:16]=2)[OH:14])=[CH:6][CH:5]=1)([O-:3])=[O:2]. The catalyst class is: 1. (4) Reactant: [CH3:1][O:2][C:3]([C:5]1[S:6][CH:7]=[CH:8][C:9]=1[N:10]([C@H:20]1[CH2:25][CH2:24][C@H:23]([OH:26])[CH2:22][CH2:21]1)[C:11]([C@H:13]1[CH2:18][CH2:17][C@H:16]([CH3:19])[CH2:15][CH2:14]1)=[O:12])=[O:4].[O:27]1[CH:32]=[CH:31][CH2:30][CH2:29][CH2:28]1.C([O-])(O)=O.[Na+]. Product: [CH3:1][O:2][C:3]([C:5]1[S:6][CH:7]=[CH:8][C:9]=1[N:10]([C:11]([C@H:13]1[CH2:18][CH2:17][C@H:16]([CH3:19])[CH2:15][CH2:14]1)=[O:12])[C@H:20]1[CH2:21][CH2:22][C@H:23]([O:26][CH:28]2[CH2:29][CH2:30][CH2:31][CH2:32][O:27]2)[CH2:24][CH2:25]1)=[O:4]. The catalyst class is: 2. (5) Reactant: [CH3:1][CH2:2][CH2:3][CH2:4][NH:5][C:6]1[CH:7]=[C:8]([C:23]([OH:25])=[O:24])[CH:9]=[C:10]([S:19]([NH2:22])(=[O:21])=[O:20])[C:11]=1[O:12][C:13]1[CH:14]=[CH:15][CH:16]=[CH:17][CH:18]=1.Cl.[CH3:27][N:28]([CH3:33])[CH2:29][CH2:30][CH2:31]Cl.C(N(CC)CC)C.[I-].[Na+]. Product: [NH2:22][S:19]([C:10]1[CH:9]=[C:8]([CH:7]=[C:6]([NH:5][CH2:4][CH2:3][CH2:2][CH3:1])[C:11]=1[O:12][C:13]1[CH:18]=[CH:17][CH:16]=[CH:15][CH:14]=1)[C:23]([O:25][CH2:31][CH2:30][CH2:29][N:28]([CH3:33])[CH3:27])=[O:24])(=[O:21])=[O:20]. The catalyst class is: 9. (6) Reactant: COC1C=C(OC)C=CC=1C[NH:6][C:7]1[CH:16]=[N:15][C:14]2[C:9](=[CH:10][CH:11]=[C:12]([O:17][CH3:18])[CH:13]=2)[N:8]=1.C(O)(C(F)(F)F)=O. Product: [CH3:18][O:17][C:12]1[CH:13]=[C:14]2[C:9](=[CH:10][CH:11]=1)[N:8]=[C:7]([NH2:6])[CH:16]=[N:15]2. The catalyst class is: 4. (7) Reactant: CC(OI1(OC(C)=O)(OC(C)=O)OC(=O)C2C=CC=CC1=2)=O.[C:23]([O:27][C:28]([N:30]1[C@H:35]([CH2:36][OH:37])[CH2:34][C@H:33]2[C@@H:31]1[CH2:32]2)=[O:29])([CH3:26])([CH3:25])[CH3:24].C([O-])(O)=O.[Na+].[O-]S([O-])(=S)=O.[Na+].[Na+]. Product: [C:23]([O:27][C:28]([N:30]1[C@H:35]([CH:36]=[O:37])[CH2:34][C@H:33]2[C@@H:31]1[CH2:32]2)=[O:29])([CH3:26])([CH3:25])[CH3:24]. The catalyst class is: 2.